Dataset: NCI-60 drug combinations with 297,098 pairs across 59 cell lines. Task: Regression. Given two drug SMILES strings and cell line genomic features, predict the synergy score measuring deviation from expected non-interaction effect. Drug 1: CC1=CC=C(C=C1)C2=CC(=NN2C3=CC=C(C=C3)S(=O)(=O)N)C(F)(F)F. Drug 2: COCCOC1=C(C=C2C(=C1)C(=NC=N2)NC3=CC=CC(=C3)C#C)OCCOC.Cl. Cell line: SK-MEL-5. Synergy scores: CSS=-0.286, Synergy_ZIP=1.19, Synergy_Bliss=3.44, Synergy_Loewe=-3.17, Synergy_HSA=-1.37.